Dataset: Forward reaction prediction with 1.9M reactions from USPTO patents (1976-2016). Task: Predict the product of the given reaction. (1) Given the reactants [CH3:1][O:2][C:3]1[C:4]2[N:11]=[C:10]([NH:12][C:13]([N:15]3[CH2:19][CH2:18][C@H:17]([NH2:20])[CH2:16]3)=[O:14])[S:9][C:5]=2[N:6]=[CH:7][N:8]=1.C(N(CC)C(C)C)(C)C.Br[CH2:31][CH2:32][O:33][C:34]1[CH:39]=[CH:38][CH:37]=[C:36]([C:40]([F:43])([F:42])[F:41])[CH:35]=1.O, predict the reaction product. The product is: [CH3:1][O:2][C:3]1[C:4]2[N:11]=[C:10]([NH:12][C:13]([N:15]3[CH2:19][CH2:18][CH:17]([NH:20][CH2:31][CH2:32][O:33][C:34]4[CH:39]=[CH:38][CH:37]=[C:36]([C:40]([F:41])([F:42])[F:43])[CH:35]=4)[CH2:16]3)=[O:14])[S:9][C:5]=2[N:6]=[CH:7][N:8]=1. (2) Given the reactants [C:1](=[O:15])([O:6][C:7]1[C:12]([F:13])=[CH:11][CH:10]=[CH:9][C:8]=1[F:14])[O:2][CH:3](Cl)[CH3:4].[C:16]([OH:21])(=[O:20])[CH:17]([CH3:19])[CH3:18], predict the reaction product. The product is: [CH3:18][CH:17]([CH3:19])[C:16]([O:21][CH:3]([O:2][C:1]([O:6][C:7]1[C:12]([F:13])=[CH:11][CH:10]=[CH:9][C:8]=1[F:14])=[O:15])[CH3:4])=[O:20]. (3) The product is: [Cl:30][C:53]1[CH:54]=[C:55]2[C:10](=[C:11]([C:12]#[N:16])[CH:52]=1)[N:9]=[CH:8][C:7]([NH:37][S:24]([C:20]1[CH:19]=[N:18][CH:23]=[CH:22][CH:21]=1)(=[O:26])=[O:25])=[CH:6]2. Given the reactants C(OC([C:6]1C2[C:10](=[CH:11][C:12]([NH2:16])=CC=2)[N:9]=[C:8](Cl)[CH:7]=1)=O)C.[N:18]1[CH:23]=[CH:22][CH:21]=[C:20]([S:24](Cl)(=[O:26])=[O:25])[CH:19]=1.[OH-].[Na+].[ClH:30].C(Cl)(=O)C(Cl)=O.[NH4+:37].FC(F)(F)C(OC(=O)C(F)(F)F)=O.O1[CH2:55][CH2:54][CH2:53][CH2:52]1, predict the reaction product. (4) Given the reactants [O:1]1[CH2:6][CH2:5][O:4][C:3]2[CH:7]=[C:8](C=O)[CH:9]=[CH:10][C:2]1=2.C1C=C(Cl)C=C(C(OO)=[O:21])C=1, predict the reaction product. The product is: [O:1]1[CH2:6][CH2:5][O:4][C:3]2[CH:7]=[C:8]([OH:21])[CH:9]=[CH:10][C:2]1=2. (5) Given the reactants [CH2:1]([O:13][C:14]1[N:15]=[C:16]([Si:19]([CH:26]([CH3:28])[CH3:27])([CH:23]([CH3:25])[CH3:24])[CH:20]([CH3:22])[CH3:21])[S:17][CH:18]=1)[CH2:2][CH2:3][CH2:4][CH2:5][CH2:6][CH2:7][CH2:8][CH2:9][CH2:10][CH2:11][CH3:12].[Li][CH2:30][CH2:31][CH2:32][CH3:33], predict the reaction product. The product is: [CH2:1]([O:13][C:14]1[N:15]=[C:16]([Si:19]([CH:26]([CH3:27])[CH3:28])([CH:23]([CH3:25])[CH3:24])[CH:20]([CH3:21])[CH3:22])[S:17][C:18]=1[C:18]1[S:17][C:16]([Si:19]([CH:23]([CH3:24])[CH3:25])([CH:26]([CH3:27])[CH3:28])[CH:20]([CH3:22])[CH3:21])=[N:15][C:14]=1[O:13][CH2:30][CH2:31][CH2:32][CH2:33][CH2:8][CH2:7][CH2:6][CH2:5][CH2:4][CH2:3][CH2:2][CH3:1])[CH2:2][CH2:3][CH2:4][CH2:5][CH2:6][CH2:7][CH2:8][CH2:9][CH2:10][CH2:11][CH3:12]. (6) Given the reactants [Br:1][C:2]1[CH:3]=[C:4]([S:8](Cl)(=[O:10])=[O:9])[CH:5]=[CH:6][CH:7]=1.[NH2:12][CH2:13][CH2:14][CH2:15][CH2:16][CH2:17][OH:18], predict the reaction product. The product is: [OH:18][CH2:17][CH2:16][CH2:15][CH2:14][CH2:13][NH:12][S:8]([C:4]1[CH:5]=[CH:6][CH:7]=[C:2]([Br:1])[CH:3]=1)(=[O:10])=[O:9]. (7) The product is: [CH2:1]([C:3]1([CH2:14][C:15]([OH:23])=[O:16])[C:11]2[C:6](=[CH:7][CH:8]=[C:9]([O:12][CH3:13])[CH:10]=2)[CH2:5][CH2:4]1)[CH3:2]. Given the reactants [CH2:1]([C:3]1([CH:14]2C(=O)OC(C)(C)[O:16][C:15]2=[O:23])[C:11]2[C:6](=[CH:7][CH:8]=[C:9]([O:12][CH3:13])[CH:10]=2)[CH2:5][CH2:4]1)[CH3:2].CN(C=O)C.O, predict the reaction product. (8) The product is: [CH2:30]([CH:24]1[C:25]2=[N:1][C:2]3[N:6]([CH3:7])[N:5]=[CH:4][C:3]=3[C:13](=[O:14])[N:15]2[CH2:38][CH2:37][N:23]1[CH3:21])[C:31]1[CH:32]=[CH:33][CH:34]=[CH:35][CH:36]=1. Given the reactants [NH2:1][C:2]1[N:6]([C:7]2C=CC=CC=2)[N:5]=[CH:4][C:3]=1[C:13]([NH2:15])=[O:14].C(O[C:21]([NH:23][CH:24]([CH2:30][C:31]1[CH:36]=[CH:35][CH:34]=[CH:33][CH:32]=1)[C:25](OCC)=O)=O)(C)(C)C.[C:37](OC(NCC(OCC)=O)=O)(C)(C)[CH3:38], predict the reaction product.